This data is from NCI-60 drug combinations with 297,098 pairs across 59 cell lines. The task is: Regression. Given two drug SMILES strings and cell line genomic features, predict the synergy score measuring deviation from expected non-interaction effect. (1) Drug 1: CN1CCC(CC1)COC2=C(C=C3C(=C2)N=CN=C3NC4=C(C=C(C=C4)Br)F)OC. Drug 2: C1CCC(CC1)NC(=O)N(CCCl)N=O. Cell line: MCF7. Synergy scores: CSS=17.9, Synergy_ZIP=0.994, Synergy_Bliss=5.43, Synergy_Loewe=2.70, Synergy_HSA=5.03. (2) Drug 1: COC1=CC(=CC(=C1O)OC)C2C3C(COC3=O)C(C4=CC5=C(C=C24)OCO5)OC6C(C(C7C(O6)COC(O7)C8=CC=CS8)O)O. Drug 2: CS(=O)(=O)CCNCC1=CC=C(O1)C2=CC3=C(C=C2)N=CN=C3NC4=CC(=C(C=C4)OCC5=CC(=CC=C5)F)Cl. Cell line: NCI-H522. Synergy scores: CSS=42.7, Synergy_ZIP=-11.4, Synergy_Bliss=2.53, Synergy_Loewe=-0.283, Synergy_HSA=4.94. (3) Drug 1: C1=NC2=C(N1)C(=S)N=CN2. Drug 2: CS(=O)(=O)OCCCCOS(=O)(=O)C. Cell line: HS 578T. Synergy scores: CSS=20.8, Synergy_ZIP=-7.64, Synergy_Bliss=0.523, Synergy_Loewe=-13.6, Synergy_HSA=2.13. (4) Drug 1: CCC1=CC2CC(C3=C(CN(C2)C1)C4=CC=CC=C4N3)(C5=C(C=C6C(=C5)C78CCN9C7C(C=CC9)(C(C(C8N6C)(C(=O)OC)O)OC(=O)C)CC)OC)C(=O)OC.C(C(C(=O)O)O)(C(=O)O)O. Drug 2: COCCOC1=C(C=C2C(=C1)C(=NC=N2)NC3=CC=CC(=C3)C#C)OCCOC.Cl. Cell line: MOLT-4. Synergy scores: CSS=80.3, Synergy_ZIP=12.0, Synergy_Bliss=12.4, Synergy_Loewe=-16.0, Synergy_HSA=11.4. (5) Drug 1: CN(C)N=NC1=C(NC=N1)C(=O)N. Drug 2: C(CC(=O)O)C(=O)CN.Cl. Cell line: HOP-92. Synergy scores: CSS=7.86, Synergy_ZIP=-3.94, Synergy_Bliss=-4.98, Synergy_Loewe=-8.03, Synergy_HSA=-4.15. (6) Drug 1: C1CCC(C1)C(CC#N)N2C=C(C=N2)C3=C4C=CNC4=NC=N3. Drug 2: C1CCN(CC1)CCOC2=CC=C(C=C2)C(=O)C3=C(SC4=C3C=CC(=C4)O)C5=CC=C(C=C5)O. Cell line: A498. Synergy scores: CSS=8.47, Synergy_ZIP=-1.08, Synergy_Bliss=5.75, Synergy_Loewe=4.69, Synergy_HSA=5.09. (7) Drug 1: C(=O)(N)NO. Drug 2: C1CC(=O)NC(=O)C1N2C(=O)C3=CC=CC=C3C2=O. Cell line: SF-295. Synergy scores: CSS=-2.95, Synergy_ZIP=1.79, Synergy_Bliss=1.58, Synergy_Loewe=0.781, Synergy_HSA=-1.64.